From a dataset of Reaction yield outcomes from USPTO patents with 853,638 reactions. Predict the reaction yield, written as a fraction of the theoretical maximum amount of product (1.0 means a 100% yield; for example, 0.34 means a 34% yield). (1) The reactants are F[C:2]1[CH:10]=[CH:9][C:8]([C:11]#[N:12])=[C:7]2[C:3]=1[CH:4]=[CH:5][N:6]2[S:13]([C:16]1[CH:22]=[CH:21][C:19]([CH3:20])=[CH:18][CH:17]=1)(=[O:15])=[O:14].[NH3:23]. The catalyst is O1CCOCC1. The product is [NH2:23][C:2]1[CH:10]=[CH:9][C:8]([C:11]#[N:12])=[C:7]2[C:3]=1[CH:4]=[CH:5][N:6]2[S:13]([C:16]1[CH:22]=[CH:21][C:19]([CH3:20])=[CH:18][CH:17]=1)(=[O:15])=[O:14]. The yield is 0.200. (2) The reactants are C([NH:11][CH2:12][CH2:13][CH2:14][CH2:15][C:16]1[CH:21]=[CH:20][C:19](OCCOC)=[CH:18][CH:17]=1)(OCC1C=CC=CC=1)=O.[C:27](O)(=[O:29])C.[H][H].[CH2:33]([OH:35])[CH3:34]. The catalyst is [Pd]. The product is [O:35]([CH:15]([C:16]1[CH:17]=[CH:18][CH:19]=[CH:20][CH:21]=1)[CH2:14][CH2:13][CH2:12][NH2:11])[CH2:33][CH2:34][O:29][CH3:27]. The yield is 0.920. (3) The reactants are [CH2:1]([C:3]1[C:11]2[C:10](=[O:12])[CH2:9][C:8]([CH3:14])([CH3:13])[CH2:7][C:6]=2[N:5]([C:15]2[CH:22]=[C:21]([NH:23][CH:24]3[CH2:28][CH2:27][O:26][CH2:25]3)[C:18]([C:19]#[N:20])=[C:17]([F:29])[CH:16]=2)[CH:4]=1)[CH3:2].[OH-:30].[Na+].OO.[NH4+].[Cl-]. The catalyst is CCO.CS(C)=O. The product is [CH2:1]([C:3]1[C:11]2[C:10](=[O:12])[CH2:9][C:8]([CH3:14])([CH3:13])[CH2:7][C:6]=2[N:5]([C:15]2[CH:22]=[C:21]([NH:23][C@H:24]3[CH2:28][CH2:27][O:26][CH2:25]3)[C:18]([C:19]([NH2:20])=[O:30])=[C:17]([F:29])[CH:16]=2)[CH:4]=1)[CH3:2]. The yield is 0.640.